The task is: Predict which catalyst facilitates the given reaction.. This data is from Catalyst prediction with 721,799 reactions and 888 catalyst types from USPTO. (1) Reactant: [OH-].[Na+].[OH:3][C:4]1[C:5]([C:21]([O:23]C)=[O:22])=[N:6][C:7]([N:14]([CH3:20])[S:15]([CH2:18][CH3:19])(=[O:17])=[O:16])=[C:8]2[C:13]=1[N:12]=[CH:11][CH:10]=[CH:9]2.Cl. Product: [OH:3][C:4]1[C:5]([C:21]([OH:23])=[O:22])=[N:6][C:7]([N:14]([CH3:20])[S:15]([CH2:18][CH3:19])(=[O:17])=[O:16])=[C:8]2[C:13]=1[N:12]=[CH:11][CH:10]=[CH:9]2. The catalyst class is: 38. (2) Reactant: C(C)(C)C.C([O:9][C:10]([C:12]1[CH:16]=[CH:15][NH:14][CH:13]=1)=[O:11])(C)(C)C.[H-].[Na+].Cl[C:20]1[CH:25]=[CH:24][C:23]([C:26]#[N:27])=[CH:22][N:21]=1. Product: [C:26]([C:23]1[CH:24]=[CH:25][C:20]([N:14]2[CH:15]=[CH:16][C:12]([C:10]([OH:9])=[O:11])=[CH:13]2)=[N:21][CH:22]=1)#[N:27]. The catalyst class is: 35. (3) Reactant: [CH3:1][C:2]1[NH:3][C:4](=[C:12]([C:18]([O:20]CC)=O)[C:13]([O:15][CH2:16][CH3:17])=[O:14])[S:5][C:6]=1[S:7]([NH:10][CH3:11])(=[O:9])=[O:8].[NH2:23][C:24]1[CH:29]=[CH:28][C:27]([C:30]2[CH:35]=[CH:34][CH:33]=[CH:32][CH:31]=2)=[CH:26][CH:25]=1. Product: [C:27]1([C:30]2[CH:35]=[CH:34][CH:33]=[CH:32][CH:31]=2)[CH:26]=[CH:25][C:24]([NH:23][C:18](=[O:20])[C:12](=[C:4]2[NH:3][C:2]([CH3:1])=[C:6]([S:7]([NH:10][CH3:11])(=[O:8])=[O:9])[S:5]2)[C:13]([O:15][CH2:16][CH3:17])=[O:14])=[CH:29][CH:28]=1. The catalyst class is: 113.